This data is from Reaction yield outcomes from USPTO patents with 853,638 reactions. The task is: Predict the reaction yield, written as a fraction of the theoretical maximum amount of product (1.0 means a 100% yield; for example, 0.34 means a 34% yield). (1) The reactants are [CH:1]1([C:4]2[C:9]([N:10]([CH2:15][CH2:16][CH:17]([CH3:19])[CH3:18])[S:11]([CH3:14])(=[O:13])=[O:12])=[CH:8][N:7]3[NH:20][C:21]([C:27]4[CH:32]=[CH:31][C:30]([F:33])=[CH:29][CH:28]=4)=[C:22]([C:23]([O:25][CH3:26])=[O:24])[CH:6]3[CH:5]=2)[CH2:3][CH2:2]1.C(=O)([O-])[O-].[K+].[K+].C(O)(=O)C.C(O)(=O)C.IC1C=CC=CC=1. The catalyst is CS(C)=O.C(OCC)(=O)C. The product is [CH:1]1([C:4]2[C:9]([N:10]([CH2:15][CH2:16][CH:17]([CH3:18])[CH3:19])[S:11]([CH3:14])(=[O:13])=[O:12])=[CH:8][N:7]3[N:20]=[C:21]([C:27]4[CH:28]=[CH:29][C:30]([F:33])=[CH:31][CH:32]=4)[C:22]([C:23]([O:25][CH3:26])=[O:24])=[C:6]3[CH:5]=2)[CH2:3][CH2:2]1. The yield is 0.230. (2) The reactants are [Br:1][C:2]1[CH:7]=[C:6](F)[C:5]([N+:9]([O-:11])=[O:10])=[CH:4][C:3]=1[Cl:12].[NH2:13][CH2:14][CH:15]1[CH2:30][CH2:29][CH2:28][C:17]2([O:21][C:20](=[O:22])[N:19]([CH2:23][C:24]([CH3:27])([CH3:26])[CH3:25])[CH2:18]2)[CH2:16]1.C(=O)([O-])[O-].[K+].[K+]. The catalyst is CC#N. The product is [Br:1][C:2]1[C:3]([Cl:12])=[CH:4][C:5]([N+:9]([O-:11])=[O:10])=[C:6]([NH:13][CH2:14][CH:15]2[CH2:30][CH2:29][CH2:28][C:17]3([O:21][C:20](=[O:22])[N:19]([CH2:23][C:24]([CH3:26])([CH3:27])[CH3:25])[CH2:18]3)[CH2:16]2)[CH:7]=1. The yield is 0.440. (3) The reactants are C([O:3][C:4](=[O:30])[C:5]([CH3:29])([CH3:28])[CH2:6][CH2:7][CH2:8][CH2:9][CH2:10][CH:11]([C:21]1[CH:26]=[CH:25][CH:24]=[CH:23][C:22]=1[Cl:27])[N:12]1[CH2:17][CH2:16][C:15]2[NH:18][CH:19]=[CH:20][C:14]=2[CH2:13]1)C.C(O)C.[OH-].[Na+]. The catalyst is O. The product is [Cl:27][C:22]1[CH:23]=[CH:24][CH:25]=[CH:26][C:21]=1[CH:11]([N:12]1[CH2:17][CH2:16][C:15]2[NH:18][CH:19]=[CH:20][C:14]=2[CH2:13]1)[CH2:10][CH2:9][CH2:8][CH2:7][CH2:6][C:5]([CH3:29])([CH3:28])[C:4]([OH:30])=[O:3]. The yield is 0.598.